This data is from Full USPTO retrosynthesis dataset with 1.9M reactions from patents (1976-2016). The task is: Predict the reactants needed to synthesize the given product. (1) Given the product [N:46]1([C:12]([C:9]2[CH:8]=[C:7]([CH:1]3[CH2:2][CH2:3][CH2:4][CH2:5][CH2:6]3)[S:11][CH:10]=2)=[O:14])[CH2:52][CH2:51][CH2:50][CH2:49][CH2:48][CH2:47]1, predict the reactants needed to synthesize it. The reactants are: [CH:1]1([C:7]2[S:11][CH:10]=[C:9]([C:12]([OH:14])=O)[CH:8]=2)[CH2:6][CH2:5][CH2:4][CH2:3][CH2:2]1.C(N(CC)CC)C.CN(C(ON1N=NC2C=CC=NC1=2)=[N+](C)C)C.F[P-](F)(F)(F)(F)F.[NH:46]1[CH2:52][CH2:51][CH2:50][CH2:49][CH2:48][CH2:47]1. (2) Given the product [Br:3][C:4]1[CH:9]=[CH:8][C:7]([C:10]([CH2:19][OH:18])([CH2:13][OH:14])[CH2:11][OH:12])=[CH:6][CH:5]=1, predict the reactants needed to synthesize it. The reactants are: N#N.[Br:3][C:4]1[CH:9]=[CH:8][C:7]([CH2:10][CH:11]=[O:12])=[CH:6][CH:5]=1.[CH2:13]=[O:14].C1[CH2:19][O:18]CC1. (3) Given the product [CH3:1][C:2]1[N:3]=[C:4]([NH:7][C:8]2[N:9]=[CH:10][C:11]([CH2:12][OH:13])=[C:17]([O:19][C:20]3[C:29]4[C:24](=[CH:25][CH:26]=[CH:27][CH:28]=4)[CH:23]=[CH:22][CH:21]=3)[CH:18]=2)[S:5][CH:6]=1, predict the reactants needed to synthesize it. The reactants are: [CH3:1][C:2]1[N:3]=[C:4]([NH:7][C:8]2[CH:18]=[C:17]([O:19][C:20]3[C:29]4[C:24](=[CH:25][CH:26]=[CH:27][CH:28]=4)[CH:23]=[CH:22][CH:21]=3)[C:11]([C:12](OCC)=[O:13])=[CH:10][N:9]=2)[S:5][CH:6]=1.[H-].[Al+3].[Li+].[H-].[H-].[H-]. (4) The reactants are: [F:1][C:2]1[C:3]([Sn](CCCC)(CCCC)CCCC)=[N:4][CH:5]=[CH:6][CH:7]=1.I[C:22]1[N:23]=[N:24][C:25]([CH3:28])=[CH:26][CH:27]=1. Given the product [F:1][C:2]1[C:3]([C:22]2[N:23]=[N:24][C:25]([CH3:28])=[CH:26][CH:27]=2)=[N:4][CH:5]=[CH:6][CH:7]=1, predict the reactants needed to synthesize it. (5) Given the product [Cl:1][C:2]1[CH:7]=[C:6]([NH:8][C:9]2[CH:14]=[CH:13][CH:12]=[CH:11][CH:10]=2)[C:5]([NH2:15])=[CH:4][CH:3]=1, predict the reactants needed to synthesize it. The reactants are: [Cl:1][C:2]1[CH:3]=[CH:4][C:5]([N+:15]([O-])=O)=[C:6]([NH:8][C:9]2[CH:14]=[CH:13][CH:12]=[CH:11][CH:10]=2)[CH:7]=1.CO.[NH4+].[Cl-]. (6) Given the product [OH:3][C:2]([C:4]([F:7])([F:6])[F:5])=[O:1].[CH:29]([N:25]1[C:24]([C:18]2[S:19][C:20]3[CH2:21][CH2:22][O:23][C:14]4[CH:13]=[C:12]([CH:10]5[CH2:11][N:8]([CH2:36][C:34]([OH:40])=[O:35])[CH2:9]5)[CH:33]=[CH:32][C:15]=4[C:16]=3[N:17]=2)=[N:28][CH:27]=[N:26]1)([CH3:31])[CH3:30], predict the reactants needed to synthesize it. The reactants are: [OH:1][C:2]([C:4]([F:7])([F:6])[F:5])=[O:3].[NH:8]1[CH2:11][CH:10]([C:12]2[CH:33]=[CH:32][C:15]3[C:16]4[N:17]=[C:18]([C:24]5[N:25]([CH:29]([CH3:31])[CH3:30])[N:26]=[CH:27][N:28]=5)[S:19][C:20]=4[CH2:21][CH2:22][O:23][C:14]=3[CH:13]=2)[CH2:9]1.[C:34]([OH:40])([C:36](F)(F)F)=[O:35].C(Cl)Cl.